From a dataset of Full USPTO retrosynthesis dataset with 1.9M reactions from patents (1976-2016). Predict the reactants needed to synthesize the given product. (1) The reactants are: [F:1][C:2]1[S:6][C:5]2[C:7]3([O:13][CH2:14][CH2:15][C:4]=2[CH:3]=1)[CH2:12][CH2:11][NH:10][CH2:9][CH2:8]3.[CH:16]([C:18]1[C:19]([CH3:31])=[N:20][N:21]([C:23]2[C:28]([C:29]#[N:30])=[CH:27][CH:26]=[CH:25][N:24]=2)[CH:22]=1)=O. Given the product [F:1][C:2]1[S:6][C:5]2[C:7]3([O:13][CH2:14][CH2:15][C:4]=2[CH:3]=1)[CH2:12][CH2:11][N:10]([CH2:16][C:18]1[C:19]([CH3:31])=[N:20][N:21]([C:23]2[C:28]([C:29]#[N:30])=[CH:27][CH:26]=[CH:25][N:24]=2)[CH:22]=1)[CH2:9][CH2:8]3, predict the reactants needed to synthesize it. (2) The reactants are: Cl.[C:2]([O:6][C:7](=[O:11])[CH2:8][CH2:9][NH2:10])([CH3:5])([CH3:4])[CH3:3].O1CCOCC1.Cl[C:19]1[CH:24]=[C:23]([CH:25]([S:34][C:35]2[CH:40]=[CH:39][C:38]([Cl:41])=[CH:37][CH:36]=2)[C:26]2[CH:31]=[C:30]([F:32])[CH:29]=[CH:28][C:27]=2[F:33])[C:22]([Cl:42])=[CH:21][N:20]=1. Given the product [Cl:42][C:22]1[C:23]([CH:25]([S:34][C:35]2[CH:40]=[CH:39][C:38]([Cl:41])=[CH:37][CH:36]=2)[C:26]2[CH:31]=[C:30]([F:32])[CH:29]=[CH:28][C:27]=2[F:33])=[CH:24][C:19]([NH:10][CH2:9][CH2:8][C:7]([O:6][C:2]([CH3:5])([CH3:4])[CH3:3])=[O:11])=[N:20][CH:21]=1, predict the reactants needed to synthesize it. (3) Given the product [CH3:18][O:17][C:13]([CH2:14][O:15][C:4]1[C:9]([N+:10]([O-:12])=[O:11])=[CH:8][CH:7]=[CH:6][N:5]=1)=[O:16], predict the reactants needed to synthesize it. The reactants are: [H-].[Na+].Cl[C:4]1[C:9]([N+:10]([O-:12])=[O:11])=[CH:8][CH:7]=[CH:6][N:5]=1.[C:13]([O:17][CH3:18])(=[O:16])[CH2:14][OH:15]. (4) Given the product [CH:46]([C:43]1[CH:42]=[CH:41][C:40]([CH2:39][O:38][C:36]2[CH:35]=[CH:34][C:33]3[N:29]([C:26]4[CH:25]=[CH:24][C:23]([O:22][CH3:20])=[CH:28][CH:27]=4)[CH:30]=[N:31][C:32]=3[CH:37]=2)=[CH:45][CH:44]=1)([CH3:47])[CH3:1], predict the reactants needed to synthesize it. The reactants are: [CH2:1](OC1C=CC(N2C3C=CC(O)=CC=3N=C2)=CC=1)C.[CH2:20]([O:22][C:23]1[CH:28]=[CH:27][C:26]([N:29]2[C:33]3[CH:34]=[CH:35][C:36]([O:38][CH2:39][C:40]4[CH:45]=[CH:44][C:43]([CH2:46][CH3:47])=[CH:42][CH:41]=4)=[CH:37][C:32]=3[N:31]=[CH:30]2)=[CH:25][CH:24]=1)C. (5) The reactants are: [CH3:1][O:2][C:3]1[CH:8]=[CH:7][C:6]([C:9]2[N:14]=[N:13][C:12]([N:15]3[CH2:22][CH:21]4[CH:17]([CH2:18][NH:19][CH2:20]4)[CH2:16]3)=[CH:11][CH:10]=2)=[CH:5][CH:4]=1.[ClH:23]. Given the product [ClH:23].[CH3:1][O:2][C:3]1[CH:4]=[CH:5][C:6]([C:9]2[N:14]=[N:13][C:12]([N:15]3[CH2:16][CH:17]4[CH:21]([CH2:20][NH:19][CH2:18]4)[CH2:22]3)=[CH:11][CH:10]=2)=[CH:7][CH:8]=1, predict the reactants needed to synthesize it.